This data is from Peptide-MHC class II binding affinity with 134,281 pairs from IEDB. The task is: Regression. Given a peptide amino acid sequence and an MHC pseudo amino acid sequence, predict their binding affinity value. This is MHC class II binding data. The peptide sequence is TLWQRPIVTIKIGGQLKEAL. The MHC is DRB1_0701 with pseudo-sequence DRB1_0701. The binding affinity (normalized) is 0.397.